Predict the product of the given reaction. From a dataset of Forward reaction prediction with 1.9M reactions from USPTO patents (1976-2016). Given the reactants [Br:1][C:2]1[CH:3]=[C:4]2[C:9](=[CH:10][CH:11]=1)[N:8]=[CH:7][C:6]([N+:12]([O-:14])=[O:13])=[C:5]2Cl.[NH2:16][C:17]1[C:18]([CH3:23])=[N:19][N:20]([CH3:22])[CH:21]=1.Cl.CN1C(C)(C)CCCC1(C)C, predict the reaction product. The product is: [Br:1][C:2]1[CH:3]=[C:4]2[C:9](=[CH:10][CH:11]=1)[N:8]=[CH:7][C:6]([N+:12]([O-:14])=[O:13])=[C:5]2[NH:16][C:17]1[C:18]([CH3:23])=[N:19][N:20]([CH3:22])[CH:21]=1.